From a dataset of Catalyst prediction with 721,799 reactions and 888 catalyst types from USPTO. Predict which catalyst facilitates the given reaction. (1) Reactant: [CH2:1]([C:3]1[CH:8]=[CH:7][C:6]([NH:9][C:10]2[C:21]([F:22])=[C:20]([F:23])[CH:19]=[CH:18][C:11]=2[C:12](N(OC)C)=[O:13])=[C:5]([F:24])[CH:4]=1)[CH3:2].[CH2:25]([Mg]Cl)[CH2:26][CH:27]=[CH2:28].O. Product: [CH2:1]([C:3]1[CH:8]=[CH:7][C:6]([NH:9][C:10]2[C:21]([F:22])=[C:20]([F:23])[CH:19]=[CH:18][C:11]=2[C:12](=[O:13])[CH2:28][CH2:27][CH:26]=[CH2:25])=[C:5]([F:24])[CH:4]=1)[CH3:2]. The catalyst class is: 1. (2) Reactant: [O:1]=[CH:2][C@@H:3]([C@H:5]([C@@H:7]([C@@H:9]([CH2:11][OH:12])[OH:10])[OH:8])[OH:6])[OH:4]. Product: [OH:1][CH2:2][C:3]([C@H:5]([C@H:7]([C@@H:9]([CH2:11][OH:12])[OH:10])[OH:8])[OH:6])=[O:4]. The catalyst class is: 8. (3) Reactant: [C:1]([Si:5]([CH3:28])([CH3:27])[O:6][C@H:7]([CH3:26])[CH2:8][N:9]1[C:17]2[C:12](=[CH:13][CH:14]=[C:15]3[O:21][CH2:20][C@H:19]([O:22][CH2:23][CH2:24]O)[CH2:18][C:16]3=2)[CH:11]=[N:10]1)([CH3:4])([CH3:3])[CH3:2].C(N(CC)CC)C.CS(OS(C)(=O)=O)(=O)=O.[N-:45]=[N+:46]=[N-:47].[Na+]. Product: [N:45]([CH2:24][CH2:23][O:22][C@H:19]1[CH2:20][O:21][C:15]2=[CH:14][CH:13]=[C:12]3[C:17]([N:9]([CH2:8][C@H:7]([O:6][Si:5]([C:1]([CH3:4])([CH3:3])[CH3:2])([CH3:27])[CH3:28])[CH3:26])[N:10]=[CH:11]3)=[C:16]2[CH2:18]1)=[N+:46]=[N-:47]. The catalyst class is: 1. (4) Reactant: [CH2:1]1[C:14]2[C:13]3[CH:12]=[CH:11][CH:10]=[CH:9][C:8]=3[NH:7][C:6]=2[CH:5]2[CH2:15][CH2:16][N:2]1[CH2:3][CH2:4]2.[I:17][C:18]1[CH:23]=[CH:22][C:21](I)=[CH:20][CH:19]=1.C([O-])(=O)C.[Cs+]. Product: [I:17][C:18]1[CH:23]=[CH:22][C:21]([N:7]2[C:8]3[CH:9]=[CH:10][CH:11]=[CH:12][C:13]=3[C:14]3[CH2:1][N:2]4[CH2:3][CH2:4][CH:5]([C:6]2=3)[CH2:15][CH2:16]4)=[CH:20][CH:19]=1. The catalyst class is: 156. (5) The catalyst class is: 12. Reactant: [F:1][C:2]1[CH:3]=[C:4]([C:8]2[N:9]=[C:10]([C:23](OCC)=[O:24])[S:11][C:12]=2[C:13]2[CH:18]=[CH:17][C:16](=[O:19])[N:15]([CH:20]([CH3:22])[CH3:21])[N:14]=2)[CH:5]=[CH:6][CH:7]=1.[CH:28]1([NH2:31])[CH2:30][CH2:29]1. Product: [CH:28]1([NH:31][C:23]([C:10]2[S:11][C:12]([C:13]3[CH:18]=[CH:17][C:16](=[O:19])[N:15]([CH:20]([CH3:21])[CH3:22])[N:14]=3)=[C:8]([C:4]3[CH:5]=[CH:6][CH:7]=[C:2]([F:1])[CH:3]=3)[N:9]=2)=[O:24])[CH2:30][CH2:29]1. (6) Reactant: C([O:8][C:9]1[CH:32]=[CH:31][C:12]2[O:13][C@@H:14]([CH2:17][N:18]3[CH2:23][CH2:22][CH2:21][C@H:20]([C:24]4[CH:25]=[C:26]([OH:30])[CH:27]=[CH:28][CH:29]=4)[CH2:19]3)[CH2:15][O:16][C:11]=2[CH:10]=1)C1C=CC=CC=1.C(OCC)C. Product: [OH:30][C:26]1[CH:25]=[C:24]([C@H:20]2[CH2:21][CH2:22][CH2:23][N:18]([CH2:17][C@@H:14]3[O:13][C:12]4[CH:31]=[CH:32][C:9]([OH:8])=[CH:10][C:11]=4[O:16][CH2:15]3)[CH2:19]2)[CH:29]=[CH:28][CH:27]=1. The catalyst class is: 99. (7) Reactant: [Cl:1][C:2]1[C:11]2[C:6](=[CH:7][CH:8]=[CH:9][CH:10]=2)[C:5]([N:12]2[CH2:17][CH2:16][NH:15][C@@H:14]([CH3:18])[CH2:13]2)=[N:4][N:3]=1.[C:19]([O:23][C:24](=O)[O:25]C(C)(C)C)([CH3:22])([CH3:21])[CH3:20].C(N(CC)C(C)C)(C)C. Product: [Cl:1][C:2]1[C:11]2[C:6](=[CH:7][CH:8]=[CH:9][CH:10]=2)[C:5]([N:12]2[CH2:17][CH2:16][N:15]([C:24]([O:23][C:19]([CH3:22])([CH3:21])[CH3:20])=[O:25])[C@@H:14]([CH3:18])[CH2:13]2)=[N:4][N:3]=1. The catalyst class is: 39.